Dataset: NCI-60 drug combinations with 297,098 pairs across 59 cell lines. Task: Regression. Given two drug SMILES strings and cell line genomic features, predict the synergy score measuring deviation from expected non-interaction effect. (1) Drug 1: CC1=C(C(CCC1)(C)C)C=CC(=CC=CC(=CC(=O)O)C)C. Drug 2: C1=NC2=C(N=C(N=C2N1C3C(C(C(O3)CO)O)F)Cl)N. Cell line: NCI-H460. Synergy scores: CSS=-1.94, Synergy_ZIP=1.32, Synergy_Bliss=0.397, Synergy_Loewe=-0.715, Synergy_HSA=-1.83. (2) Drug 1: CC1=C2C(C(=O)C3(C(CC4C(C3C(C(C2(C)C)(CC1OC(=O)C(C(C5=CC=CC=C5)NC(=O)C6=CC=CC=C6)O)O)OC(=O)C7=CC=CC=C7)(CO4)OC(=O)C)O)C)OC(=O)C. Drug 2: CC(C)NC(=O)C1=CC=C(C=C1)CNNC.Cl. Cell line: MALME-3M. Synergy scores: CSS=28.5, Synergy_ZIP=-3.26, Synergy_Bliss=-2.45, Synergy_Loewe=-25.3, Synergy_HSA=-3.34. (3) Drug 2: CC12CCC3C(C1CCC2O)C(CC4=C3C=CC(=C4)O)CCCCCCCCCS(=O)CCCC(C(F)(F)F)(F)F. Synergy scores: CSS=-0.516, Synergy_ZIP=2.07, Synergy_Bliss=1.25, Synergy_Loewe=-3.60, Synergy_HSA=-3.15. Cell line: SNB-75. Drug 1: CC1=CC=C(C=C1)C2=CC(=NN2C3=CC=C(C=C3)S(=O)(=O)N)C(F)(F)F. (4) Drug 1: C1CN1P(=S)(N2CC2)N3CC3. Synergy scores: CSS=13.7, Synergy_ZIP=-5.87, Synergy_Bliss=-4.66, Synergy_Loewe=-5.36, Synergy_HSA=-3.18. Cell line: OVCAR-8. Drug 2: CN1C2=C(C=C(C=C2)N(CCCl)CCCl)N=C1CCCC(=O)O.Cl. (5) Drug 1: CN1C(=O)N2C=NC(=C2N=N1)C(=O)N. Drug 2: C1CNP(=O)(OC1)N(CCCl)CCCl. Cell line: PC-3. Synergy scores: CSS=2.72, Synergy_ZIP=-0.606, Synergy_Bliss=0.0516, Synergy_Loewe=0.137, Synergy_HSA=-0.375. (6) Drug 1: CC1=CC=C(C=C1)C2=CC(=NN2C3=CC=C(C=C3)S(=O)(=O)N)C(F)(F)F. Drug 2: CC1C(C(CC(O1)OC2CC(CC3=C2C(=C4C(=C3O)C(=O)C5=C(C4=O)C(=CC=C5)OC)O)(C(=O)CO)O)N)O.Cl. Cell line: SK-MEL-5. Synergy scores: CSS=47.0, Synergy_ZIP=-3.80, Synergy_Bliss=-0.104, Synergy_Loewe=-34.1, Synergy_HSA=1.74. (7) Drug 1: C1=CC(=CC=C1CC(C(=O)O)N)N(CCCl)CCCl.Cl. Synergy scores: CSS=11.4, Synergy_ZIP=-1.04, Synergy_Bliss=1.80, Synergy_Loewe=-4.37, Synergy_HSA=-0.238. Cell line: UACC62. Drug 2: COC1=NC(=NC2=C1N=CN2C3C(C(C(O3)CO)O)O)N. (8) Drug 1: CC1=C(N=C(N=C1N)C(CC(=O)N)NCC(C(=O)N)N)C(=O)NC(C(C2=CN=CN2)OC3C(C(C(C(O3)CO)O)O)OC4C(C(C(C(O4)CO)O)OC(=O)N)O)C(=O)NC(C)C(C(C)C(=O)NC(C(C)O)C(=O)NCCC5=NC(=CS5)C6=NC(=CS6)C(=O)NCCC[S+](C)C)O. Drug 2: CC1CCCC2(C(O2)CC(NC(=O)CC(C(C(=O)C(C1O)C)(C)C)O)C(=CC3=CSC(=N3)C)C)C. Cell line: EKVX. Synergy scores: CSS=28.4, Synergy_ZIP=0.598, Synergy_Bliss=2.75, Synergy_Loewe=5.98, Synergy_HSA=6.63.